This data is from Forward reaction prediction with 1.9M reactions from USPTO patents (1976-2016). The task is: Predict the product of the given reaction. (1) Given the reactants [CH3:1][O:2][C:3](=[O:32])[C:4]1[CH:9]=[C:8]([O:10][CH:11]([CH3:13])[CH3:12])[CH:7]=[C:6]([C:14](=O)[C:15]2[CH:20]=[CH:19][C:18]([P:21]([O:27][CH:28]([CH3:30])[CH3:29])([O:23][CH:24]([CH3:26])[CH3:25])=[O:22])=[CH:17][CH:16]=2)[CH:5]=1.[BH4-].[Na+], predict the reaction product. The product is: [CH3:1][O:2][C:3](=[O:32])[C:4]1[CH:9]=[C:8]([O:10][CH:11]([CH3:12])[CH3:13])[CH:7]=[C:6]([CH2:14][C:15]2[CH:20]=[CH:19][C:18]([P:21]([O:23][CH:24]([CH3:26])[CH3:25])([O:27][CH:28]([CH3:29])[CH3:30])=[O:22])=[CH:17][CH:16]=2)[CH:5]=1. (2) Given the reactants [CH2:1]([C:5]1[CH:6]=[C:7]2[C:11](=[C:12]([O:14][CH2:15][CH2:16][C:17]3[CH:21]=[CH:20][S:19][CH:18]=3)[CH:13]=1)[NH:10][N:9]=[C:8]2[NH:22][C:23]([NH2:25])=[S:24])[CH:2]([CH3:4])[CH3:3].Br[CH2:27][CH:28](OCC)OCC.C(=O)([O-])O.[Na+], predict the reaction product. The product is: [CH2:1]([C:5]1[CH:6]=[C:7]2[C:11](=[C:12]([O:14][CH2:15][CH2:16][C:17]3[CH:21]=[CH:20][S:19][CH:18]=3)[CH:13]=1)[NH:10][N:9]=[C:8]2[NH:22][C:23]1[S:24][CH:27]=[CH:28][N:25]=1)[CH:2]([CH3:4])[CH3:3]. (3) Given the reactants [CH2:1]([O:3][C:4](=[O:19])[CH:5]=[CH:6][C:7]1[CH:8]=[N:9][C:10]([C:14]([C:17]#[N:18])([CH3:16])[CH3:15])=[C:11]([Cl:13])[CH:12]=1)[CH3:2].[H][H], predict the reaction product. The product is: [CH2:1]([O:3][C:4](=[O:19])[CH2:5][CH2:6][C:7]1[CH:8]=[N:9][C:10]([C:14]([C:17]#[N:18])([CH3:15])[CH3:16])=[C:11]([Cl:13])[CH:12]=1)[CH3:2]. (4) Given the reactants [Br:1][C:2]1[CH:3]=[C:4]([F:13])[CH:5]=[C:6]2[C:11]=1[N:10]=[C:9](Cl)[N:8]=[CH:7]2.[NH2:14][C:15]1[CH:20]=[CH:19][C:18]([S:21]([NH2:24])(=[O:23])=[O:22])=[CH:17][CH:16]=1.C(OCC)(=O)C, predict the reaction product. The product is: [Br:1][C:2]1[CH:3]=[C:4]([F:13])[CH:5]=[C:6]2[C:11]=1[N:10]=[C:9]([NH:14][C:15]1[CH:20]=[CH:19][C:18]([S:21]([NH2:24])(=[O:22])=[O:23])=[CH:17][CH:16]=1)[N:8]=[CH:7]2. (5) Given the reactants [F:1][C:2]1[CH:3]=[C:4]2[C:8](=[CH:9][CH:10]=1)[N:7]([CH2:11][C:12]1[CH:17]=[CH:16][CH:15]=[C:14]([F:18])[CH:13]=1)[C:6]([C:19]([OH:21])=O)=[CH:5]2.[OH:22][CH:23]1[CH2:26][N:25]([C:27]2[CH:32]=[CH:31][C:30]([NH2:33])=[CH:29][N:28]=2)[CH2:24]1, predict the reaction product. The product is: [OH:22][CH:23]1[CH2:26][N:25]([C:27]2[N:28]=[CH:29][C:30]([NH:33][C:19]([C:6]3[N:7]([CH2:11][C:12]4[CH:17]=[CH:16][CH:15]=[C:14]([F:18])[CH:13]=4)[C:8]4[C:4]([CH:5]=3)=[CH:3][C:2]([F:1])=[CH:10][CH:9]=4)=[O:21])=[CH:31][CH:32]=2)[CH2:24]1.